Dataset: Catalyst prediction with 721,799 reactions and 888 catalyst types from USPTO. Task: Predict which catalyst facilitates the given reaction. Reactant: [CH2:1]([NH2:7])[C:2]1[O:6][CH:5]=[CH:4][CH:3]=1.[F:8][C:9]1[CH:10]=[C:11]([N:15]=[C:16]=[S:17])[CH:12]=[CH:13][CH:14]=1. Product: [F:8][C:9]1[CH:10]=[C:11]([NH:15][C:16]([NH:7][CH2:1][C:2]2[O:6][CH:5]=[CH:4][CH:3]=2)=[S:17])[CH:12]=[CH:13][CH:14]=1. The catalyst class is: 4.